Dataset: Full USPTO retrosynthesis dataset with 1.9M reactions from patents (1976-2016). Task: Predict the reactants needed to synthesize the given product. (1) The reactants are: [C:1]([OH:9])(=[O:8])[C@H:2]([CH2:4][CH:5]([CH3:7])[CH3:6])[OH:3].C([O-])([O-])=O.[Cs+].[Cs+].[CH3:16][O:17][C:18]1[CH:25]=[CH:24][C:21]([CH2:22]Cl)=[CH:20][CH:19]=1. Given the product [OH:3][CH:2]([CH2:4][CH:5]([CH3:7])[CH3:6])[C:1]([O:9][CH2:22][C:21]1[CH:24]=[CH:25][C:18]([O:17][CH3:16])=[CH:19][CH:20]=1)=[O:8], predict the reactants needed to synthesize it. (2) Given the product [O:17]1[CH:18]=[CH:19][N:20]=[C:16]1[C:14]1[CH:15]=[C:7]([C:5]([N:4]([CH2:21][CH2:22][CH3:23])[CH2:1][CH2:2][CH3:3])=[O:6])[CH:8]=[C:9]([CH:13]=1)[C:10]([NH2:27])=[O:11], predict the reactants needed to synthesize it. The reactants are: [CH2:1]([N:4]([CH2:21][CH2:22][CH3:23])[C:5]([C:7]1[CH:8]=[C:9]([CH:13]=[C:14]([C:16]2[O:17][CH:18]=[CH:19][N:20]=2)[CH:15]=1)[C:10](O)=[O:11])=[O:6])[CH2:2][CH3:3].C([N:27](CC)C(C)C)(C)C.CN(C(ON1N=NC2C=CC=CC1=2)=[N+](C)C)C.F[P-](F)(F)(F)(F)F. (3) The reactants are: P(Cl)(Cl)([Cl:3])=O.C1(C)C=CC=CC=1.[NH2:13][C:14]1[C:19]([O:20]CC2C=CC=CC=2)=[CH:18][CH:17]=[CH:16][N:15]=1.[C:28]([CH:31]1[CH2:36][CH2:35]O[C:32]1=[O:33])(=O)[CH3:29]. Given the product [Cl:3][CH2:35][CH2:36][C:31]1[C:32](=[O:33])[N:15]2[CH:16]=[CH:17][CH:18]=[C:19]([OH:20])[C:14]2=[N:13][C:28]=1[CH3:29], predict the reactants needed to synthesize it. (4) Given the product [C:1]1([C@@H:7]([N:9]([CH:16]2[CH2:25][CH2:24][C:19](=[O:20])[CH2:18][CH2:17]2)[C:10](=[O:15])[C:11]([F:12])([F:14])[F:13])[CH3:8])[CH:6]=[CH:5][CH:4]=[CH:3][CH:2]=1, predict the reactants needed to synthesize it. The reactants are: [C:1]1([C@@H:7]([N:9]([CH:16]2[CH2:25][CH2:24][C:19]3(OCC[O:20]3)[CH2:18][CH2:17]2)[C:10](=[O:15])[C:11]([F:14])([F:13])[F:12])[CH3:8])[CH:6]=[CH:5][CH:4]=[CH:3][CH:2]=1.Cl.